This data is from Catalyst prediction with 721,799 reactions and 888 catalyst types from USPTO. The task is: Predict which catalyst facilitates the given reaction. Reactant: N(C(OCC)=O)=NC(OCC)=O.[OH:13][C:14]1[CH:23]=[C:22]2[C:17]([C:18]([O:24][C:25]3[CH:26]=[C:27]4[C:31](=[CH:32][CH:33]=3)[NH:30][C:29]([CH3:34])=[CH:28]4)=[N:19][CH:20]=[N:21]2)=[CH:16][C:15]=1[O:35][CH3:36].[CH2:37]([S:39]([CH2:42][CH2:43][CH2:44]O)(=[O:41])=[O:40])[CH3:38].C1(P(C2C=CC=CC=2)C2C=CC=CC=2)C=CC=CC=1. Product: [CH2:37]([S:39]([CH2:42][CH2:43][CH2:44][O:13][C:14]1[CH:23]=[C:22]2[C:17]([C:18]([O:24][C:25]3[CH:26]=[C:27]4[C:31](=[CH:32][CH:33]=3)[NH:30][C:29]([CH3:34])=[CH:28]4)=[N:19][CH:20]=[N:21]2)=[CH:16][C:15]=1[O:35][CH3:36])(=[O:41])=[O:40])[CH3:38]. The catalyst class is: 2.